This data is from Full USPTO retrosynthesis dataset with 1.9M reactions from patents (1976-2016). The task is: Predict the reactants needed to synthesize the given product. (1) Given the product [CH2:21]([N:25]1[CH:29]=[C:28]([C:2]2[CH:7]=[CH:6][C:5]([NH:8][C:9]([N:11]3[CH2:20][CH2:19][C:18]4[C:13](=[CH:14][CH:15]=[CH:16][CH:17]=4)[CH2:12]3)=[O:10])=[CH:4][CH:3]=2)[CH:27]=[N:26]1)[CH:22]([CH3:24])[CH3:23], predict the reactants needed to synthesize it. The reactants are: Br[C:2]1[CH:7]=[CH:6][C:5]([NH:8][C:9]([N:11]2[CH2:20][CH2:19][C:18]3[C:13](=[CH:14][CH:15]=[CH:16][CH:17]=3)[CH2:12]2)=[O:10])=[CH:4][CH:3]=1.[CH2:21]([N:25]1[CH:29]=[C:28](B2OC(C)(C)C(C)(C)O2)[CH:27]=[N:26]1)[CH:22]([CH3:24])[CH3:23].C(=O)([O-])[O-].[Na+].[Na+].O. (2) Given the product [O:26]=[C:14]1[N:13]([C:11]([O:10][C:7]2[CH:6]=[CH:5][C:4]([N+:1]([O-:3])=[O:2])=[CH:9][CH:8]=2)=[O:12])[C@@H:17]([C:18]2[CH:23]=[C:22]([F:27])[C:21]([F:24])=[C:20]([F:25])[CH:19]=2)[CH2:16][O:15]1, predict the reactants needed to synthesize it. The reactants are: [N+:1]([C:4]1[CH:9]=[CH:8][C:7]([O:10][C:11]([N:13]2[CH:17]([C:18]3[CH:23]=[CH:22][C:21]([F:24])=[C:20]([F:25])[CH:19]=3)[CH2:16][O:15][C:14]2=[O:26])=[O:12])=[CH:6][CH:5]=1)([O-:3])=[O:2].[F:27]C1C=C(C=C(F)C=1F)C=O. (3) Given the product [C:1]([O-:20])(=[O:19])[CH2:2][CH2:3][CH2:4][CH2:5][CH2:6][CH2:7][CH2:8][CH2:9][CH2:10][CH2:11][CH2:12][CH2:13][CH2:14][CH2:15][CH2:16][CH2:17][CH3:18].[Zn+2:21].[C:1]([O-:20])(=[O:19])[CH2:2][CH2:3][CH2:4][CH2:5][CH2:6][CH2:7][CH2:8][CH2:9][CH2:10][CH2:11][CH2:12][CH2:13][CH2:14][CH2:15][CH2:16][CH2:17][CH3:18], predict the reactants needed to synthesize it. The reactants are: [C:1]([OH:20])(=[O:19])[CH2:2][CH2:3][CH2:4][CH2:5][CH2:6][CH2:7][CH2:8][CH2:9][CH2:10][CH2:11][CH2:12][CH2:13][CH2:14][CH2:15][CH2:16][CH2:17][CH3:18].[Zn:21].[OH-].